Dataset: NCI-60 drug combinations with 297,098 pairs across 59 cell lines. Task: Regression. Given two drug SMILES strings and cell line genomic features, predict the synergy score measuring deviation from expected non-interaction effect. (1) Drug 1: CC1C(C(CC(O1)OC2CC(CC3=C2C(=C4C(=C3O)C(=O)C5=C(C4=O)C(=CC=C5)OC)O)(C(=O)C)O)N)O.Cl. Drug 2: C1CCC(CC1)NC(=O)N(CCCl)N=O. Cell line: OVCAR-4. Synergy scores: CSS=12.9, Synergy_ZIP=0.112, Synergy_Bliss=2.82, Synergy_Loewe=2.14, Synergy_HSA=4.28. (2) Drug 1: COC1=CC(=CC(=C1O)OC)C2C3C(COC3=O)C(C4=CC5=C(C=C24)OCO5)OC6C(C(C7C(O6)COC(O7)C8=CC=CS8)O)O. Drug 2: CC(C1=C(C=CC(=C1Cl)F)Cl)OC2=C(N=CC(=C2)C3=CN(N=C3)C4CCNCC4)N. Cell line: SF-539. Synergy scores: CSS=36.1, Synergy_ZIP=-1.47, Synergy_Bliss=-2.43, Synergy_Loewe=-14.1, Synergy_HSA=-1.65. (3) Drug 1: C1CN1C2=NC(=NC(=N2)N3CC3)N4CC4. Drug 2: C1CC(=O)NC(=O)C1N2C(=O)C3=CC=CC=C3C2=O. Cell line: OVCAR-4. Synergy scores: CSS=1.89, Synergy_ZIP=-2.15, Synergy_Bliss=-1.70, Synergy_Loewe=-1.98, Synergy_HSA=-0.852. (4) Drug 1: CC(C1=C(C=CC(=C1Cl)F)Cl)OC2=C(N=CC(=C2)C3=CN(N=C3)C4CCNCC4)N. Drug 2: C1CCC(C1)C(CC#N)N2C=C(C=N2)C3=C4C=CNC4=NC=N3. Cell line: OVCAR-5. Synergy scores: CSS=7.61, Synergy_ZIP=1.02, Synergy_Bliss=4.47, Synergy_Loewe=-7.19, Synergy_HSA=-0.0908. (5) Drug 1: C1CCC(CC1)NC(=O)N(CCCl)N=O. Drug 2: CN(C)N=NC1=C(NC=N1)C(=O)N. Cell line: MOLT-4. Synergy scores: CSS=12.3, Synergy_ZIP=-4.14, Synergy_Bliss=-8.49, Synergy_Loewe=-8.65, Synergy_HSA=-7.03. (6) Drug 1: CC1C(C(CC(O1)OC2CC(CC3=C2C(=C4C(=C3O)C(=O)C5=C(C4=O)C(=CC=C5)OC)O)(C(=O)CO)O)N)O.Cl. Drug 2: CC1C(C(CC(O1)OC2CC(CC3=C2C(=C4C(=C3O)C(=O)C5=CC=CC=C5C4=O)O)(C(=O)C)O)N)O. Cell line: CCRF-CEM. Synergy scores: CSS=53.2, Synergy_ZIP=-4.66, Synergy_Bliss=-5.94, Synergy_Loewe=-0.429, Synergy_HSA=0.817.